This data is from Catalyst prediction with 721,799 reactions and 888 catalyst types from USPTO. The task is: Predict which catalyst facilitates the given reaction. (1) The catalyst class is: 3. Product: [F:1][C:2]1[CH:3]=[CH:4][C:5]([N:8]2[C:16]3[C:11](=[CH:12][C:13]([O:17][CH2:18][CH2:19][CH2:20][CH2:21][N:22]([CH3:23])[C:34]4[CH:39]=[CH:38][N:37]=[C:36]([CH3:40])[N:35]=4)=[CH:14][CH:15]=3)[CH:10]=[CH:9]2)=[CH:6][CH:7]=1. Reactant: [F:1][C:2]1[CH:7]=[CH:6][C:5]([N:8]2[C:16]3[C:11](=[CH:12][C:13]([O:17][CH2:18][CH2:19][CH2:20][CH2:21][NH:22][CH3:23])=[CH:14][CH:15]=3)[CH:10]=[CH:9]2)=[CH:4][CH:3]=1.C(N(CC)C(C)C)(C)C.Cl[C:34]1[CH:39]=[CH:38][N:37]=[C:36]([CH3:40])[N:35]=1.[Na+].[Cl-]. (2) Reactant: [N+:1]([C:4]1[CH:5]=[C:6]([S:17]([NH2:20])(=[O:19])=[O:18])[CH:7]=[CH:8][C:9]=1[NH:10][CH:11]1[CH2:16][CH2:15][NH:14][CH2:13][CH2:12]1)([O-:3])=[O:2].Br[CH2:22][CH2:23][CH2:24][O:25][Si:26]([C:29]([CH3:32])([CH3:31])[CH3:30])([CH3:28])[CH3:27].C(=O)([O-])[O-].[Cs+].[Cs+]. Product: [Si:26]([O:25][CH2:24][CH2:23][CH2:22][N:14]1[CH2:15][CH2:16][CH:11]([NH:10][C:9]2[CH:8]=[CH:7][C:6]([S:17]([NH2:20])(=[O:18])=[O:19])=[CH:5][C:4]=2[N+:1]([O-:3])=[O:2])[CH2:12][CH2:13]1)([C:29]([CH3:30])([CH3:31])[CH3:32])([CH3:28])[CH3:27]. The catalyst class is: 42. (3) Reactant: [OH:1][C:2]1[CH:3]=[C:4]([CH:7]=[CH:8][CH:9]=1)[C:5]#[N:6].[N:10]1[C:19]2[C:14](=[CH:15][CH:16]=[CH:17][CH:18]=2)[CH:13]=[CH:12][C:11]=1[CH2:20][O:21][C:22]1[CH:23]=[C:24]([CH:27]=[CH:28][CH:29]=1)[CH2:25]Cl.C(=O)([O-])[O-].[K+].[K+].O. Product: [N:10]1[C:19]2[C:14](=[CH:15][CH:16]=[CH:17][CH:18]=2)[CH:13]=[CH:12][C:11]=1[CH2:20][O:21][C:22]1[CH:23]=[C:24]([CH:27]=[CH:28][CH:29]=1)[CH2:25][O:1][C:2]1[CH:3]=[C:4]([CH:7]=[CH:8][CH:9]=1)[C:5]#[N:6]. The catalyst class is: 3. (4) Reactant: [CH3:1][N:2]([CH2:25][CH2:26][CH2:27][C:28](O)=[O:29])[C:3]([C:5]1[CH:6]=[C:7]2[C:15](=[CH:16][CH:17]=1)[N:14]([CH3:18])[C:13]1[CH2:12][CH2:11][C@@H:10]([CH:19]3[CH2:24][CH2:23][O:22][CH2:21][CH2:20]3)[CH2:9][C:8]2=1)=[O:4].Cl.[O:32]1[CH2:35][CH:34]([NH2:36])[CH2:33]1.CN(C(ON1N=NC2C=CC=NC1=2)=[N+](C)C)C.F[P-](F)(F)(F)(F)F.C(N(CC)C(C)C)(C)C. Product: [CH3:1][N:2]([CH2:25][CH2:26][CH2:27][C:28]([NH:36][CH:34]1[CH2:35][O:32][CH2:33]1)=[O:29])[C:3]([C:5]1[CH:6]=[C:7]2[C:15](=[CH:16][CH:17]=1)[N:14]([CH3:18])[C:13]1[CH2:12][CH2:11][CH:10]([CH:19]3[CH2:24][CH2:23][O:22][CH2:21][CH2:20]3)[CH2:9][C:8]2=1)=[O:4]. The catalyst class is: 3. (5) Reactant: C(OC(=O)[NH:7][C:8]1[CH:13]=[CH:12][C:11]([C:14]#[C:15][C:16]2[CH:21]=[CH:20][C:19]([F:22])=[CH:18][CH:17]=2)=[CH:10][C:9]=1[NH:23][C:24](=[O:39])[CH2:25][C:26](=O)[C:27]1[CH:32]=[CH:31][CH:30]=[C:29]([N:33]2[CH:37]=[CH:36][N:35]=[N:34]2)[CH:28]=1)(C)(C)C.C(O)(C(F)(F)F)=O. Product: [F:22][C:19]1[CH:18]=[CH:17][C:16]([C:15]#[C:14][C:11]2[CH:12]=[CH:13][C:8]3[N:7]=[C:26]([C:27]4[CH:32]=[CH:31][CH:30]=[C:29]([N:33]5[CH:37]=[CH:36][N:35]=[N:34]5)[CH:28]=4)[CH2:25][C:24](=[O:39])[NH:23][C:9]=3[CH:10]=2)=[CH:21][CH:20]=1. The catalyst class is: 2.